The task is: Predict the product of the given reaction.. This data is from Forward reaction prediction with 1.9M reactions from USPTO patents (1976-2016). (1) Given the reactants [CH:1]([OH:4])([CH3:3])C, predict the reaction product. The product is: [C:1]([O:4][CH3:1])(=[O:4])[C:3]([CH3:3])=[CH2:1].[C:1]([O:4][CH3:1])(=[O:4])[CH:3]=[CH2:3].[C:1]([OH:4])(=[O:4])[CH:3]=[CH2:3]. (2) Given the reactants B(F)(F)F.CC[O:7][CH2:8][CH3:9].[Cl:10][C:11]1[N:16]=[CH:15][C:14](N)=[C:13]([I:18])[CH:12]=1.N(OC(C)(C)C)=[O:20], predict the reaction product. The product is: [Cl:10][C:11]1[N:16]=[CH:15][C:14]([O:7][C:8](=[O:20])[CH3:9])=[C:13]([I:18])[CH:12]=1. (3) Given the reactants O.C(O[Si:5](OCC)(OCC)[C:6]1[CH:11]=[CH:10][C:9]([C:12]2[C:13]([C:18]3[C:19]([C:24]4[CH:29]=[CH:28][C:27]([Si](OCC)(OCC)OCC)=[CH:26][CH:25]=4)=[CH:20][CH:21]=[CH:22][CH:23]=3)=[CH:14][CH:15]=[CH:16][CH:17]=2)=[CH:8][CH:7]=1)C.C1COCC1, predict the reaction product. The product is: [C:24]1([C:19]2[C:18]([C:13]3[C:12]([C:9]4[CH:10]=[CH:11][CH:6]=[CH:7][CH:8]=4)=[CH:17][CH:16]=[CH:15][CH:14]=3)=[CH:23][CH:22]=[CH:21][CH:20]=2)[CH:25]=[CH:26][CH:27]=[CH:28][CH:29]=1.[SiH4:5]. (4) The product is: [ClH:1].[C:2]([N:5]1[CH2:6][CH2:7][N:8]([C:11]2[O:12][C:13]3[C:18]([C:19](=[O:22])[C:20]=2[CH3:21])=[CH:17][CH:16]=[C:15]([OH:23])[C:14]=3[CH3:27])[CH2:9][CH2:10]1)(=[O:4])[CH3:3]. Given the reactants [ClH:1].[C:2]([N:5]1[CH2:10][CH2:9][N:8]([C:11]2[O:12][C:13]3[C:18]([C:19](=[O:22])[C:20]=2[CH3:21])=[CH:17][CH:16]=[C:15]([O:23]COC)[C:14]=3[CH3:27])[CH2:7][CH2:6]1)(=[O:4])[CH3:3], predict the reaction product. (5) Given the reactants [Cl:1][C:2]1[CH:7]=[CH:6][C:5]([CH2:8][C:9](O)=O)=[CH:4][CH:3]=1.FC(F)(F)C(OC(=O)C(F)(F)F)=O.[OH:25][C:26]1[CH2:31][C:30]([CH3:33])([CH3:32])[CH2:29][C:28](=O)[C:27]=1[C:35]1[C:43]2[C:38](=[CH:39][CH:40]=[CH:41][CH:42]=2)[NH:37][CH:36]=1.[NH3:44], predict the reaction product. The product is: [Cl:1][C:2]1[CH:3]=[CH:4][C:5]([CH2:8][C:9]2[C:36]3[NH:37][C:38]4[CH:39]=[CH:40][CH:41]=[CH:42][C:43]=4[C:35]=3[C:27]3[C:26](=[O:25])[CH2:31][C:30]([CH3:33])([CH3:32])[CH2:29][C:28]=3[N:44]=2)=[CH:6][CH:7]=1. (6) Given the reactants Cl.[CH2:2]([O:4][C:5]1[CH:10]=[CH:9][C:8]([C:11]([F:14])([F:13])[F:12])=[CH:7][C:6]=1[C:15]1[C:16]2[NH:23][C:22]([CH3:24])=[C:21]([C:25]([NH:27][CH:28]3[CH2:33][CH2:32][NH:31][CH2:30][CH2:29]3)=[O:26])[C:17]=2[N:18]=[CH:19][N:20]=1)[CH3:3].C([O:37][C@@H:38]([CH3:42])[C:39](Cl)=[O:40])(=O)C, predict the reaction product. The product is: [CH2:2]([O:4][C:5]1[CH:10]=[CH:9][C:8]([C:11]([F:13])([F:12])[F:14])=[CH:7][C:6]=1[C:15]1[C:16]2[NH:23][C:22]([CH3:24])=[C:21]([C:25]([NH:27][CH:28]3[CH2:29][CH2:30][N:31]([C:39](=[O:40])[C@@H:38]([OH:37])[CH3:42])[CH2:32][CH2:33]3)=[O:26])[C:17]=2[N:18]=[CH:19][N:20]=1)[CH3:3]. (7) Given the reactants [C:1]1([CH:11]([NH:14]C(=O)C(Cl)(Cl)Cl)[CH:12]=[CH2:13])[C:10]2[C:5](=[CH:6][CH:7]=[CH:8][CH:9]=2)[CH:4]=[CH:3][CH:2]=1.[OH-].[Na+], predict the reaction product. The product is: [C:1]1([CH:11]([NH2:14])[CH:12]=[CH2:13])[C:10]2[C:5](=[CH:6][CH:7]=[CH:8][CH:9]=2)[CH:4]=[CH:3][CH:2]=1. (8) The product is: [F:1][C:2]([F:19])([C:5]([F:18])([F:17])[CH2:6][O:7][CH2:8]/[CH:9]=[CH:10]/[C:11]1[CH:16]=[CH:15][CH:14]=[CH:13][CH:12]=1)/[CH:3]=[CH:27]/[C:28]([O:30][CH2:31][CH3:32])=[O:29]. Given the reactants [F:1][C:2]([F:19])([C:5]([F:18])([F:17])[CH2:6][O:7][CH2:8]/[CH:9]=[CH:10]/[C:11]1[CH:16]=[CH:15][CH:14]=[CH:13][CH:12]=1)[CH:3]=O.FC1(F)C=CC(/[C:27](=C\C)/[C:28]([O:30][CH2:31][CH3:32])=[O:29])=CC1, predict the reaction product. (9) Given the reactants Cl[C:2]1[C:7]([Cl:8])=[N:6][CH:5]=[CH:4][N:3]=1.[CH:9]([N:12]1[CH2:17][CH2:16][NH:15][CH2:14][CH2:13]1)([CH3:11])[CH3:10].C(=O)([O-])[O-].[K+].[K+].CCCCCC, predict the reaction product. The product is: [Cl:8][C:7]1[C:2]([N:15]2[CH2:16][CH2:17][N:12]([CH:9]([CH3:11])[CH3:10])[CH2:13][CH2:14]2)=[N:3][CH:4]=[CH:5][N:6]=1.